Dataset: Blood-brain barrier permeability classification from the B3DB database. Task: Regression/Classification. Given a drug SMILES string, predict its absorption, distribution, metabolism, or excretion properties. Task type varies by dataset: regression for continuous measurements (e.g., permeability, clearance, half-life) or binary classification for categorical outcomes (e.g., BBB penetration, CYP inhibition). Dataset: b3db_classification. (1) The molecule is Nc1nc2ncc(CNc3ccc(C(=O)N[C@@H](CCC(=O)O)C(=O)O)cc3)nc2c(=O)[nH]1. The result is 1 (penetrates BBB). (2) The molecule is O=C(O)CCCCCCNC1c2ccccc2CCc2ccccc21. The result is 1 (penetrates BBB). (3) The drug is CO[C@@H]1[C@@H](O[C@@H]2O[C@H](C)[C@@H](O[C@H]3C[C@@](C)(O)[C@@H](OC(=O)CC(C)C)[C@H](C)O3)[C@H](N(C)C)[C@H]2O)[C@@H](CC=O)C[C@@H](C)[C@@H](O)/C=C/C=C/C[C@@H](C)OC(=O)C[C@H]1OC(C)=O. The result is 0 (does not penetrate BBB). (4) The molecule is N[C@@H](C(=O)N[C@H]1C(=O)N2C(C(=O)O)=C(Cl)CC[C@@H]12)c1ccccc1. The result is 0 (does not penetrate BBB).